This data is from Forward reaction prediction with 1.9M reactions from USPTO patents (1976-2016). The task is: Predict the product of the given reaction. (1) Given the reactants [OH:1][C:2]1([C:20]2[CH:25]=[CH:24][CH:23]=[CH:22][C:21]=2[CH3:26])[CH2:19][CH:5]2[CH2:6][N:7](C(OCC3C=CC=CC=3)=O)[CH2:8][CH:4]2[CH2:3]1, predict the reaction product. The product is: [C:21]1([CH3:26])[CH:22]=[CH:23][CH:24]=[CH:25][C:20]=1[C:2]1([OH:1])[CH2:19][CH:5]2[CH2:6][NH:7][CH2:8][CH:4]2[CH2:3]1. (2) Given the reactants [NH2:1][C@H:2]([C:41]1[CH:46]=[CH:45][CH:44]=[CH:43][CH:42]=1)[CH2:3][N:4]1[C:9](=[O:10])[C:8]([N:11]2[CH2:16][CH2:15][N:14]([CH2:17][C:18]3[CH:23]=[CH:22][CH:21]=[C:20]([N+:24]([O-:26])=[O:25])[CH:19]=3)[CH2:13][CH2:12]2)=[C:7]([CH3:27])[N:6]([CH2:28][C:29]2[C:34]([C:35]([F:38])([F:37])[F:36])=[CH:33][CH:32]=[CH:31][C:30]=2[F:39])[C:5]1=[O:40].C(N(CC)C(C)C)(C)C.[CH2:56]([O:58][C:59](=[O:64])[CH2:60][CH2:61][CH2:62]Br)[CH3:57], predict the reaction product. The product is: [CH2:56]([O:58][C:59](=[O:64])[CH2:60][CH2:61][CH2:62][NH:1][C@H:2]([C:41]1[CH:42]=[CH:43][CH:44]=[CH:45][CH:46]=1)[CH2:3][N:4]1[C:9](=[O:10])[C:8]([N:11]2[CH2:12][CH2:13][N:14]([CH2:17][C:18]3[CH:23]=[CH:22][CH:21]=[C:20]([N+:24]([O-:26])=[O:25])[CH:19]=3)[CH2:15][CH2:16]2)=[C:7]([CH3:27])[N:6]([CH2:28][C:29]2[C:34]([C:35]([F:38])([F:36])[F:37])=[CH:33][CH:32]=[CH:31][C:30]=2[F:39])[C:5]1=[O:40])[CH3:57].